Predict the reaction yield, written as a fraction of the theoretical maximum amount of product (1.0 means a 100% yield; for example, 0.34 means a 34% yield). From a dataset of Reaction yield outcomes from USPTO patents with 853,638 reactions. (1) The reactants are [F:1][C:2]1[CH:7]=[CH:6][CH:5]=[C:4]([F:8])[C:3]=1[OH:9].[H-].[Na+].[Cl:12][C:13]1[CH:18]=[C:17]([N+]([O-])=O)[CH:16]=[CH:15][N:14]=1. No catalyst specified. The product is [Cl:12][C:13]1[CH:18]=[C:17]([O:9][C:3]2[C:2]([F:1])=[CH:7][CH:6]=[CH:5][C:4]=2[F:8])[CH:16]=[CH:15][N:14]=1. The yield is 0.940. (2) The reactants are [Cl:1][C:2]1[C:3]([F:14])=[C:4]([CH:7]=[C:8]([C:10]([F:13])([F:12])[F:11])[CH:9]=1)[CH:5]=[O:6].[Mn]([O-])(=O)(=O)=[O:16].[K+].Cl.C(Cl)Cl. The catalyst is CC(C)=O.O. The product is [Cl:1][C:2]1[C:3]([F:14])=[C:4]([CH:7]=[C:8]([C:10]([F:12])([F:13])[F:11])[CH:9]=1)[C:5]([OH:16])=[O:6]. The yield is 0.938. (3) The reactants are C[O:2][C:3]([C:5]1[C:9]([NH2:10])=[CH:8][NH:7][N:6]=1)=[O:4].[OH-].[Na+].[C:13](O[C:13]([O:15][C:16]([CH3:19])([CH3:18])[CH3:17])=[O:14])([O:15][C:16]([CH3:19])([CH3:18])[CH3:17])=[O:14]. The catalyst is O1CCOCC1. The product is [C:16]([O:15][C:13]([NH:10][C:9]1[C:5]([C:3]([OH:2])=[O:4])=[N:6][NH:7][CH:8]=1)=[O:14])([CH3:19])([CH3:18])[CH3:17]. The yield is 0.854. (4) The reactants are [CH2:1]([C:6]1[CH:12]=[CH:11][C:9]([NH2:10])=[C:8]([N+:13]([O-])=O)[CH:7]=1)[C:2]([CH3:5])([CH3:4])[CH3:3]. The catalyst is CO.[Pd]. The product is [CH2:1]([C:6]1[CH:7]=[C:8]([NH2:13])[C:9]([NH2:10])=[CH:11][CH:12]=1)[C:2]([CH3:5])([CH3:4])[CH3:3]. The yield is 0.660.